This data is from Forward reaction prediction with 1.9M reactions from USPTO patents (1976-2016). The task is: Predict the product of the given reaction. (1) Given the reactants [F:1][C:2]1[CH:11]=[CH:10][C:9]([NH:12][S:13]([C:16]2[CH:21]=[CH:20][CH:19]=[CH:18][C:17]=2[N+:22]([O-])=O)(=[O:15])=[O:14])=[C:8]2[C:3]=1[CH:4]=[CH:5][CH:6]=[N:7]2.Cl[Sn]Cl, predict the reaction product. The product is: [NH2:22][C:17]1[CH:18]=[CH:19][CH:20]=[CH:21][C:16]=1[S:13]([NH:12][C:9]1[CH:10]=[CH:11][C:2]([F:1])=[C:3]2[C:8]=1[N:7]=[CH:6][CH:5]=[CH:4]2)(=[O:15])=[O:14]. (2) Given the reactants [CH3:1][C:2]1[N:12]=[CH:11][CH:10]=[CH:9][C:3]=1[C:4]([O:6][CH2:7][CH3:8])=[O:5].[Br:13]N1C(=O)CCC1=O.C(OOC(=O)C1C=CC=CC=1)(=O)C1C=CC=CC=1.C(Cl)(Cl)(Cl)[Cl:40], predict the reaction product. The product is: [ClH:40].[CH2:7]([O:6][C:4]([C:3]1[C:2]([CH2:1][Br:13])=[N:12][CH:11]=[CH:10][CH:9]=1)=[O:5])[CH3:8]. (3) Given the reactants [CH2:1]([O:3][C:4]([C@@H:6]1[CH2:10][C@H:9](OS(C)(=O)=O)[CH2:8][C@H:7]1[C:16]([N:18]1[CH2:21][C:20]([F:23])([F:22])[CH2:19]1)=[O:17])=[O:5])[CH3:2].[Br:24][C:25]1[CH:30]=[CH:29][C:28]([SH:31])=[C:27]([C:32]([F:35])([F:34])[F:33])[CH:26]=1, predict the reaction product. The product is: [CH2:1]([O:3][C:4]([C@@H:6]1[CH2:10][C@@H:9]([S:31][C:28]2[CH:29]=[CH:30][C:25]([Br:24])=[CH:26][C:27]=2[C:32]([F:35])([F:33])[F:34])[CH2:8][C@H:7]1[C:16]([N:18]1[CH2:19][C:20]([F:22])([F:23])[CH2:21]1)=[O:17])=[O:5])[CH3:2]. (4) Given the reactants [Cl:1][C:2]1[N:3]=[C:4]([C:9]([NH:11][C@H:12]2[CH2:17][CH2:16][N:15]([C:18](OC(C)(C)C)=O)[CH2:14][C@H:13]2[O:25][CH3:26])=[O:10])[NH:5][C:6]=1[CH2:7][CH3:8].Cl.C(OCC)(=O)C.C(N(C(C)C)CC)(C)C.BrC1[S:45][C:46]2[C:52]([C:53]([O:55][CH2:56][CH3:57])=[O:54])=[CH:51][CH:50]=[CH:49][C:47]=2[N:48]=1.Cl, predict the reaction product. The product is: [Cl:1][C:2]1[N:3]=[C:4]([C:9]([NH:11][C@H:12]2[CH2:17][CH2:16][N:15]([C:18]3[S:45][C:46]4[C:52]([C:53]([O:55][CH2:56][CH3:57])=[O:54])=[CH:51][CH:50]=[CH:49][C:47]=4[N:48]=3)[CH2:14][C@H:13]2[O:25][CH3:26])=[O:10])[NH:5][C:6]=1[CH2:7][CH3:8]. (5) The product is: [CH3:1][C:2]1[CH:3]=[C:4]([OH:5])[C:6]2[C:11](=[CH:10][CH:9]=[CH:8][CH:7]=2)[C:12]=1[OH:13]. Given the reactants [CH3:1][C:2]1[C:12](=[O:13])[C:11]2[CH:10]=[CH:9][CH:8]=[CH:7][C:6]=2[C:4](=[O:5])[CH:3]=1.S(S([O-])=O)([O-])=O.[Na+].[Na+].S(S([O-])=O)([O-])(=O)=O.[Na+].[Na+], predict the reaction product.